Task: Predict the product of the given reaction.. Dataset: Forward reaction prediction with 1.9M reactions from USPTO patents (1976-2016) (1) The product is: [Cl:1][C:2]1[CH:9]=[C:8]([N:10]([CH2:11][C:12]([F:13])([F:14])[F:15])[CH2:17][C:18]([O:20][C:21]([CH3:24])([CH3:23])[CH3:22])=[O:19])[CH:7]=[CH:6][C:3]=1[C:4]#[N:5]. Given the reactants [Cl:1][C:2]1[CH:9]=[C:8]([NH:10][CH2:11][C:12]([F:15])([F:14])[F:13])[CH:7]=[CH:6][C:3]=1[C:4]#[N:5].Br[CH2:17][C:18]([O:20][C:21]([CH3:24])([CH3:23])[CH3:22])=[O:19], predict the reaction product. (2) Given the reactants [O:1]=[C:2]([NH:13][C:14]1[CH:19]=[CH:18][CH:17]=[C:16]([C:20]2[C:29]3[C:24](=[CH:25][C:26]([O:35][CH3:36])=[C:27]4[O:32][C:31]([CH3:34])([CH3:33])[CH2:30][C:28]4=3)[CH2:23][C:22]([CH3:38])([CH3:37])[N:21]=2)[CH:15]=1)[CH2:3][CH2:4][NH:5]C(=O)OC(C)(C)C.Cl, predict the reaction product. The product is: [NH2:5][CH2:4][CH2:3][C:2]([NH:13][C:14]1[CH:19]=[CH:18][CH:17]=[C:16]([C:20]2[C:29]3[C:24](=[CH:25][C:26]([O:35][CH3:36])=[C:27]4[O:32][C:31]([CH3:34])([CH3:33])[CH2:30][C:28]4=3)[CH2:23][C:22]([CH3:38])([CH3:37])[N:21]=2)[CH:15]=1)=[O:1]. (3) Given the reactants Cl[C:2]1[CH:7]=[C:6]([O:8][C:9]2[CH:14]=[CH:13][C:12]([NH:15][C:16]([NH:18][C:19]3[CH:24]=[CH:23][C:22]([C:25]([CH3:28])([CH3:27])[CH3:26])=[CH:21][CH:20]=3)=[O:17])=[CH:11][CH:10]=2)[N:5]=[CH:4][N:3]=1.[CH2:29]([NH2:36])[C:30]1[CH:35]=[CH:34][CH:33]=[CH:32][CH:31]=1, predict the reaction product. The product is: [CH2:29]([NH:36][C:2]1[CH:7]=[C:6]([O:8][C:9]2[CH:10]=[CH:11][C:12]([NH:15][C:16]([NH:18][C:19]3[CH:24]=[CH:23][C:22]([C:25]([CH3:28])([CH3:26])[CH3:27])=[CH:21][CH:20]=3)=[O:17])=[CH:13][CH:14]=2)[N:5]=[CH:4][N:3]=1)[C:30]1[CH:35]=[CH:34][CH:33]=[CH:32][CH:31]=1. (4) The product is: [C:1]1([S:7]([N:10]2[C:18]3[C:13](=[CH:14][C:15]([C:30](=[O:33])[CH3:31])=[CH:16][C:17]=3[F:19])[CH:12]=[C:11]2[CH3:21])(=[O:9])=[O:8])[CH:6]=[CH:5][CH:4]=[CH:3][CH:2]=1. Given the reactants [C:1]1([S:7]([N:10]2[C:18]3[C:13](=[CH:14][C:15](Br)=[CH:16][C:17]=3[F:19])[CH:12]=[C:11]2[CH3:21])(=[O:9])=[O:8])[CH:6]=[CH:5][CH:4]=[CH:3][CH:2]=1.[Li]C(C)(C)C.CON[C:30](=[O:33])[CH2:31]C, predict the reaction product. (5) The product is: [F:21][C:22]1[CH:27]=[CH:26][CH:25]=[CH:24][C:23]=1[N:28]1[CH2:33][CH2:32][N:31]([CH2:19][CH2:18][CH2:17][C:9]2[CH:10]=[C:11]([C:12]3[S:13][CH:14]=[CH:15][CH:16]=3)[N:7]([C:1]3[CH:6]=[CH:5][CH:4]=[CH:3][CH:2]=3)[N:8]=2)[CH2:30][CH2:29]1. Given the reactants [C:1]1([N:7]2[C:11]([C:12]3[S:13][CH:14]=[CH:15][CH:16]=3)=[CH:10][C:9]([CH2:17][CH2:18][CH:19]=O)=[N:8]2)[CH:6]=[CH:5][CH:4]=[CH:3][CH:2]=1.[F:21][C:22]1[CH:27]=[CH:26][CH:25]=[CH:24][C:23]=1[N:28]1[CH2:33][CH2:32][NH:31][CH2:30][CH2:29]1.CCN(C(C)C)C(C)C.[BH-](OC(C)=O)(OC(C)=O)OC(C)=O.[Na+], predict the reaction product. (6) Given the reactants Cl[C:2]1[CH:7]=[CH:6][C:5]([N+:8]([O-:10])=[O:9])=[CH:4][N:3]=1.[F:11][C:12]1[CH:17]=[CH:16][C:15](B(O)O)=[C:14]([CH3:21])[CH:13]=1.C(=O)([O-])[O-].[Na+].[Na+], predict the reaction product. The product is: [F:11][C:12]1[CH:17]=[CH:16][C:15]([C:2]2[CH:7]=[CH:6][C:5]([N+:8]([O-:10])=[O:9])=[CH:4][N:3]=2)=[C:14]([CH3:21])[CH:13]=1.